Dataset: Experimentally validated miRNA-target interactions with 360,000+ pairs, plus equal number of negative samples. Task: Binary Classification. Given a miRNA mature sequence and a target amino acid sequence, predict their likelihood of interaction. (1) The miRNA is mmu-miR-3057-5p with sequence AUUGGAGCUGAGAUUCUGCGGGAU. The protein sequence of the target gene is MAAVVEVEVGGGAAGERELDEVDMSDLSPEEQWRVEHARMHAKHRGHEAMHAEMVLILIATLVVAQLLLVQWKQRHPRSYNMVTLFQMWVVPLYFTVKLHWWRFLVIWILFSAVTAFVTFRATRKPLVQTTPRLVYKWFLLIYKISYATGIVGYMAVMFTLFGLNLLFKIKPEDAMDFGISLLFYGLYYGVLERDFAEMCADYMASTIGFYSESGMPTKHLSDSVCAVCGQQIFVDVSEEGIIENTYRLSCNHVFHEFCIRGWCIVGKKQTCPYCKEKVDLKRMFSNPWERPHVMYGQLL.... Result: 0 (no interaction). (2) The miRNA is hsa-miR-3660 with sequence ACUGACAGGAGAGCAUUUUGA. The protein sequence of the target gene is MEAPTVETPPDPSPPSAPAPALVPLRAPDVARLREEQEKVVTNCQERIQHWKKVDNDYNALRERLSTLPDKLSYNIMVPFGPFAFMPGKLVHTNEVTVLLGDNWFAKCSAKQAVGLVEHRKEHVRKTIDDLKKVMKNFESRVEFTEDLQKMSDAAGDIVDIREEIKCDFEFKAKHRIAHKPHSKPKTSDIFEADIANDVKSKDLLADKELWARLEELERQEELLGELDSKPDTVIANGEDTTSSEEEKEDRNTNVNAMHQVTDSHTPCHKDVASSEPFSGQVNSQLNCSVNGSSSYHSDD.... Result: 0 (no interaction). (3) The miRNA is hsa-miR-6862-3p with sequence CCUCACCCAGCUCUCUGGCCCUCU. The protein sequence of the target gene is MDLFGDLPEPERSPRPAAGKEAQKGPLLFDDLPPASSTDSGSGGPLLFDDLPPASSGDSGSLATSISQMVKTEGKGAKRKTSEEEKNGSEELVEKKVCKASSVIFGLKGYVAERKGEREEMQDAHVILNDITEECRPPSSLITRVSYFAVFDGHGGIRASKFAAQNLHQNLIRKFPKGDVISVEKTVKRCLLDTFKHTDEEFLKQASSQKPAWKDGSTATCVLAVDNILYIANLGDSRAILCRYNEESQKHAALSLSKEHNPTQYEERMRIQKAGGNVRDGRVLGVLEVSRSIGDGQYKR.... Result: 0 (no interaction). (4) The miRNA is hsa-miR-642b-3p with sequence AGACACAUUUGGAGAGGGACCC. The protein sequence of the target gene is MAGKENNFPPLPPFLPLKPCFYQDFSDEIPVEHQVLVKRIYRLWMFYCATLGVNLVACLAWWIAGGAGANFGLALLWLVLFTPCSYVCWFRPAYKAFRADSSFNFMTFFFIFGAQFVLTVIQAIGFSGWGACGWLAAVGFFGTSVGAAVVMLVPAILFSLSALVMAVTIVKVHRIYRGAGGSLQKAQTEWSAGTWRNPPSREAQFNSFSGNSLPEYPTVPSYSSSGGHWP. Result: 0 (no interaction). (5) The miRNA is mmu-miR-140-5p with sequence CAGUGGUUUUACCCUAUGGUAG. The protein sequence of the target gene is MRSCFCVRRSRDPPPPQPPPPPPQRGTDQSTMPEVKDLSEALPETSMDPITGVGVVASRNRAPTGYDVVAQTADGVDADLWKDGLFKSKVTRYLCFTRSFSKENSHLGNVLVDMKLIDIKDTLPVGFIPIQETVDTQEVAFRKKRLCIKFIPRDSTEAAICDIRIMGRTKQAPPQYTFIGELNSMGIWYRMGRVPRNHDSSQPTTPSQSSAASTPAPNLPRHISLTLPATFRGRNSTRTDYEYQHSNLYAISAMDGVPFMISEKFSCVPESMQPFDLLGITIKSLAEIEKEYEYSFRTEQ.... Result: 0 (no interaction).